This data is from Forward reaction prediction with 1.9M reactions from USPTO patents (1976-2016). The task is: Predict the product of the given reaction. (1) Given the reactants [Cl-].[Al+3].[Cl-].[Cl-].[NH:5]1[CH2:10][CH2:9][O:8][CH2:7][CH2:6]1.[OH:11][CH2:12][C:13]1[CH:14]=[C:15]([N:19]2[C:23]3[C:24]4[CH:25]=[CH:26][CH:27]=[CH:28][C:29]=4[S:30](=[O:33])(=[O:32])[CH2:31][C:22]=3[C:21]([C:34](OCC)=[O:35])=[N:20]2)[CH:16]=[CH:17][CH:18]=1.O, predict the reaction product. The product is: [N:5]1([C:34]([C:21]2[C:22]3[CH2:31][S:30](=[O:32])(=[O:33])[C:29]4[CH:28]=[CH:27][CH:26]=[CH:25][C:24]=4[C:23]=3[N:19]([C:15]3[CH:14]=[C:13]([CH2:12][OH:11])[CH:18]=[CH:17][CH:16]=3)[N:20]=2)=[O:35])[CH2:10][CH2:9][O:8][CH2:7][CH2:6]1. (2) Given the reactants [CH2:1]([O:3][CH2:4][C@@H:5]1[CH2:9][O:8][C:7](=[O:10])[N:6]1[C:11]1[CH:16]=[CH:15][C:14]([C:17]([N:19]2[CH2:24][CH2:23][NH:22][CH2:21][CH2:20]2)=[O:18])=[CH:13][CH:12]=1)[CH3:2].[Cl:25][C:26]1[C:31]([Cl:32])=[CH:30][C:29]([Cl:33])=[C:28](Cl)[N:27]=1, predict the reaction product. The product is: [CH2:1]([O:3][CH2:4][C@@H:5]1[CH2:9][O:8][C:7](=[O:10])[N:6]1[C:11]1[CH:16]=[CH:15][C:14]([C:17]([N:19]2[CH2:20][CH2:21][N:22]([C:28]3[C:29]([Cl:33])=[CH:30][C:31]([Cl:32])=[C:26]([Cl:25])[N:27]=3)[CH2:23][CH2:24]2)=[O:18])=[CH:13][CH:12]=1)[CH3:2]. (3) Given the reactants C([O:3][C:4](=[O:26])[CH2:5][C@@H:6]([C:19]1[CH:24]=[CH:23][CH:22]=[C:21]([F:25])[CH:20]=1)[NH:7][CH2:8][C:9]1[CH:18]=[CH:17][C:16]2[CH2:15][CH2:14][CH2:13][NH:12][C:11]=2[N:10]=1)C.[OH-].[Na+].Cl, predict the reaction product. The product is: [F:25][C:21]1[CH:20]=[C:19]([C@@H:6]([NH:7][CH2:8][C:9]2[CH:18]=[CH:17][C:16]3[CH2:15][CH2:14][CH2:13][NH:12][C:11]=3[N:10]=2)[CH2:5][C:4]([OH:26])=[O:3])[CH:24]=[CH:23][CH:22]=1. (4) Given the reactants [C:1]1([C:7]2[S:8][C:9]([C:18]([OH:20])=O)=[C:10]([C:12]3[CH:17]=[CH:16][CH:15]=[CH:14][CH:13]=3)[N:11]=2)[CH:6]=[CH:5][CH:4]=[CH:3][CH:2]=1.[NH2:21][C:22]1[CH:27]=[CH:26][CH:25]=[CH:24][CH:23]=1.C(N(C(C)C)CC)(C)C, predict the reaction product. The product is: [C:22]1([NH:21][C:18]([C:9]2[S:8][C:7]([C:1]3[CH:2]=[CH:3][CH:4]=[CH:5][CH:6]=3)=[N:11][C:10]=2[C:12]2[CH:13]=[CH:14][CH:15]=[CH:16][CH:17]=2)=[O:20])[CH:27]=[CH:26][CH:25]=[CH:24][CH:23]=1. (5) Given the reactants Cl[C@H:2]([CH3:6])[C:3]([OH:5])=[O:4].[CH3:7][N:8]1[C:12]([C:13]2[S:14][CH:15]=[CH:16][CH:17]=2)=[N:11][N:10]=[C:9]1[SH:18].C(=O)([O-])[O-].[K+].[K+], predict the reaction product. The product is: [CH3:7][N:8]1[C:12]([C:13]2[S:14][CH:15]=[CH:16][CH:17]=2)=[N:11][N:10]=[C:9]1[S:18][CH:2]([CH3:6])[C:3]([OH:5])=[O:4].